Predict the reaction yield, written as a fraction of the theoretical maximum amount of product (1.0 means a 100% yield; for example, 0.34 means a 34% yield). From a dataset of Reaction yield outcomes from USPTO patents with 853,638 reactions. The reactants are [C@@H:1]1([NH:10][C:11]2[N:16]=[CH:15][N:14]=[C:13]([NH:17][C@H:18]3[CH2:22][C@H:21]([OH:23])[C@@H:20]([CH2:24][OH:25])[CH2:19]3)[CH:12]=2)[C:9]2[C:4](=[CH:5][CH:6]=[CH:7][CH:8]=2)[CH2:3][CH2:2]1.C(C1C=C(C)C=C(C(C)(C)C)N=1)(C)(C)C.Cl[S:42]([NH:45][C:46](=[O:52])[O:47][C:48]([CH3:51])([CH3:50])[CH3:49])(=[O:44])=[O:43]. The catalyst is C(#N)C. The product is [C@@H:1]1([NH:10][C:11]2[N:16]=[CH:15][N:14]=[C:13]([NH:17][C@@H:18]3[CH2:19][C@H:20]([CH2:24][O:25][S:42]([NH:45][C:46](=[O:52])[O:47][C:48]([CH3:50])([CH3:49])[CH3:51])(=[O:43])=[O:44])[C@@H:21]([OH:23])[CH2:22]3)[CH:12]=2)[C:9]2[C:4](=[CH:5][CH:6]=[CH:7][CH:8]=2)[CH2:3][CH2:2]1. The yield is 0.330.